Regression. Given two drug SMILES strings and cell line genomic features, predict the synergy score measuring deviation from expected non-interaction effect. From a dataset of NCI-60 drug combinations with 297,098 pairs across 59 cell lines. (1) Drug 1: CC1C(C(CC(O1)OC2CC(CC3=C2C(=C4C(=C3O)C(=O)C5=C(C4=O)C(=CC=C5)OC)O)(C(=O)C)O)N)O.Cl. Drug 2: C1CC(C1)(C(=O)O)C(=O)O.[NH2-].[NH2-].[Pt+2]. Cell line: CAKI-1. Synergy scores: CSS=46.4, Synergy_ZIP=-12.1, Synergy_Bliss=-6.36, Synergy_Loewe=-4.01, Synergy_HSA=-0.259. (2) Drug 1: CS(=O)(=O)CCNCC1=CC=C(O1)C2=CC3=C(C=C2)N=CN=C3NC4=CC(=C(C=C4)OCC5=CC(=CC=C5)F)Cl. Drug 2: CC(C)CN1C=NC2=C1C3=CC=CC=C3N=C2N. Cell line: NCI-H522. Synergy scores: CSS=3.61, Synergy_ZIP=2.40, Synergy_Bliss=5.36, Synergy_Loewe=2.37, Synergy_HSA=2.18. (3) Drug 1: CC1=C(C(CCC1)(C)C)C=CC(=CC=CC(=CC(=O)O)C)C. Drug 2: C1=CC=C(C=C1)NC(=O)CCCCCCC(=O)NO. Cell line: CCRF-CEM. Synergy scores: CSS=18.7, Synergy_ZIP=1.96, Synergy_Bliss=2.66, Synergy_Loewe=-22.3, Synergy_HSA=1.37. (4) Drug 1: CCC1(CC2CC(C3=C(CCN(C2)C1)C4=CC=CC=C4N3)(C5=C(C=C6C(=C5)C78CCN9C7C(C=CC9)(C(C(C8N6C=O)(C(=O)OC)O)OC(=O)C)CC)OC)C(=O)OC)O.OS(=O)(=O)O. Drug 2: C1=NC(=NC(=O)N1C2C(C(C(O2)CO)O)O)N. Cell line: DU-145. Synergy scores: CSS=20.3, Synergy_ZIP=-10.3, Synergy_Bliss=-0.890, Synergy_Loewe=-15.6, Synergy_HSA=-2.58. (5) Drug 1: C1=CC(=CC=C1CCC2=CNC3=C2C(=O)NC(=N3)N)C(=O)NC(CCC(=O)O)C(=O)O. Drug 2: CCCCCOC(=O)NC1=NC(=O)N(C=C1F)C2C(C(C(O2)C)O)O. Cell line: HT29. Synergy scores: CSS=37.4, Synergy_ZIP=1.94, Synergy_Bliss=1.96, Synergy_Loewe=-24.6, Synergy_HSA=0.218.